This data is from Catalyst prediction with 721,799 reactions and 888 catalyst types from USPTO. The task is: Predict which catalyst facilitates the given reaction. Reactant: [N+:1]([C:4]1[C:9]2[N:10]=[C:11]([C:13]3[CH:18]=[CH:17][CH:16]=[C:15]([O:19][C:20]([F:23])([F:22])[F:21])[CH:14]=3)[O:12][C:8]=2[CH:7]=[CH:6][CH:5]=1)([O-])=O.[H][H]. Product: [F:23][C:20]([F:21])([F:22])[O:19][C:15]1[CH:14]=[C:13]([C:11]2[O:12][C:8]3[C:9](=[C:4]([NH2:1])[CH:5]=[CH:6][CH:7]=3)[N:10]=2)[CH:18]=[CH:17][CH:16]=1. The catalyst class is: 19.